From a dataset of Peptide-MHC class II binding affinity with 134,281 pairs from IEDB. Regression. Given a peptide amino acid sequence and an MHC pseudo amino acid sequence, predict their binding affinity value. This is MHC class II binding data. (1) The peptide sequence is RLEDEMKEGRYEVRA. The MHC is HLA-DPA10103-DPB10201 with pseudo-sequence HLA-DPA10103-DPB10201. The binding affinity (normalized) is 0.182. (2) The peptide sequence is GELELQFRRVKCKYP. The MHC is DRB1_0301 with pseudo-sequence DRB1_0301. The binding affinity (normalized) is 0.192. (3) The binding affinity (normalized) is 0. The MHC is HLA-DQA10101-DQB10501 with pseudo-sequence HLA-DQA10101-DQB10501. The peptide sequence is ATAANAAPANDKFTV. (4) The peptide sequence is WVPQGRTTWSIHGKG. The MHC is HLA-DQA10201-DQB10402 with pseudo-sequence HLA-DQA10201-DQB10402. The binding affinity (normalized) is 0.719. (5) The peptide sequence is SGLVWGQKYFKGNFQ. The MHC is HLA-DQA10101-DQB10501 with pseudo-sequence HLA-DQA10101-DQB10501. The binding affinity (normalized) is 0.194. (6) The peptide sequence is TTEEQKLIEDINVGF. The MHC is HLA-DPA10201-DPB11401 with pseudo-sequence HLA-DPA10201-DPB11401. The binding affinity (normalized) is 0.0429.